This data is from Catalyst prediction with 721,799 reactions and 888 catalyst types from USPTO. The task is: Predict which catalyst facilitates the given reaction. (1) Reactant: Br[C:2]1[CH:6]([O:7][CH2:8][CH3:9])[O:5][C:4](=[O:10])[CH:3]=1.[N-:11]=[N+:12]=[N-:13].[Na+]. Product: [N:11]([C:2]1[CH:6]([O:7][CH2:8][CH3:9])[O:5][C:4](=[O:10])[CH:3]=1)=[N+:12]=[N-:13]. The catalyst class is: 42. (2) Reactant: CO[CH2:3][N:4]([CH2:10][C:11]1[CH:16]=[CH:15][CH:14]=[CH:13][CH:12]=1)[CH2:5][Si](C)(C)C.[F:17][C:18]1[CH:23]=[CH:22][C:21](/[CH:24]=[CH:25]/[N+:26]([O-:28])=[O:27])=[C:20]([CH3:29])[CH:19]=1.FC(F)(F)C(O)=O. Product: [CH2:10]([N:4]1[CH2:5][CH:25]([N+:26]([O-:28])=[O:27])[CH:24]([C:21]2[CH:22]=[CH:23][C:18]([F:17])=[CH:19][C:20]=2[CH3:29])[CH2:3]1)[C:11]1[CH:16]=[CH:15][CH:14]=[CH:13][CH:12]=1. The catalyst class is: 2. (3) Reactant: [OH:1][CH2:2][CH:3]1[CH2:7][CH2:6][N:5]([C:8]([O:10][C:11]([CH3:14])([CH3:13])[CH3:12])=[O:9])[CH2:4]1.C(Cl)Cl.[CH3:18][S:19](Cl)(=[O:21])=[O:20].C(N(CC)CC)C. Product: [CH3:18][S:19]([O:1][CH2:2][CH:3]1[CH2:7][CH2:6][N:5]([C:8]([O:10][C:11]([CH3:14])([CH3:13])[CH3:12])=[O:9])[CH2:4]1)(=[O:21])=[O:20]. The catalyst class is: 6. (4) Reactant: [F:1][C:2]1[CH:37]=[C:36]([NH:38][S:39]([C:42]2[CH:47]=[CH:46][C:45]([N:48]3[CH:52]=[CH:51][CH:50]=[CH:49]3)=[CH:44][CH:43]=2)(=[O:41])=[O:40])[CH:35]=[C:34]([F:53])[C:3]=1[C:4]([NH:6][C@H:7]([C:28]([O:30]C(C)C)=[O:29])[CH2:8][C:9]1[CH:14]=[CH:13][C:12]([N:15]2[C:23](=[O:24])[C:22]3[N:21]([CH3:25])[CH:20]=[N:19][C:18]=3[N:17]([CH3:26])[C:16]2=[O:27])=[CH:11][CH:10]=1)=[O:5].Cl.O1CCOCC1. Product: [F:1][C:2]1[CH:37]=[C:36]([NH:38][S:39]([C:42]2[CH:43]=[CH:44][C:45]([N:48]3[CH:52]=[CH:51][CH:50]=[CH:49]3)=[CH:46][CH:47]=2)(=[O:41])=[O:40])[CH:35]=[C:34]([F:53])[C:3]=1[C:4]([NH:6][C@H:7]([C:28]([OH:30])=[O:29])[CH2:8][C:9]1[CH:10]=[CH:11][C:12]([N:15]2[C:23](=[O:24])[C:22]3[N:21]([CH3:25])[CH:20]=[N:19][C:18]=3[N:17]([CH3:26])[C:16]2=[O:27])=[CH:13][CH:14]=1)=[O:5]. The catalyst class is: 6. (5) Reactant: [F:1][C:2]1[CH:7]=[CH:6][C:5]([CH2:8][OH:9])=[C:4]([O:10][CH:11]([CH2:16][CH:17]=[CH2:18])[C:12]([F:15])([F:14])[F:13])[CH:3]=1.[CH2:19]([O:22][C:23]1([CH3:52])[CH2:28][CH2:27][N:26]([C:29]2[N:34]3[N:35]=[C:36]([CH2:38]I)[CH:37]=[C:33]3[N:32]=[C:31]([CH3:40])[C:30]=2[C@H:41]([O:47][C:48]([CH3:51])([CH3:50])[CH3:49])[C:42]([O:44][CH2:45][CH3:46])=[O:43])[CH2:25][CH2:24]1)[CH:20]=[CH2:21].[H-].[Na+]. Product: [C:48]([O:47][C@@H:41]([C:30]1[C:31]([CH3:40])=[N:32][C:33]2[N:34]([N:35]=[C:36]([CH2:38][O:9][CH2:8][C:5]3[CH:6]=[CH:7][C:2]([F:1])=[CH:3][C:4]=3[O:10][CH:11]([CH2:16][CH:17]=[CH2:18])[C:12]([F:13])([F:14])[F:15])[CH:37]=2)[C:29]=1[N:26]1[CH2:25][CH2:24][C:23]([CH3:52])([O:22][CH2:19][CH:20]=[CH2:21])[CH2:28][CH2:27]1)[C:42]([O:44][CH2:45][CH3:46])=[O:43])([CH3:51])([CH3:49])[CH3:50]. The catalyst class is: 3. (6) Reactant: [H-].[Na+].CCO.[Br:6][C:7]1[CH:12]=[CH:11][C:10]([N:13]([CH3:35])[C:14]([NH:16][C:17]2[N:22]=[C:21]([O:23][CH2:24][C:25]([F:28])([F:27])[F:26])[CH:20]=[C:19]([O:29][CH2:30][C:31](F)(F)F)[N:18]=2)=[O:15])=[CH:9][CH:8]=1.C(O)(=O)C. Product: [Br:6][C:7]1[CH:12]=[CH:11][C:10]([N:13]([CH3:35])[C:14]([NH:16][C:17]2[N:18]=[C:19]([O:29][CH2:30][CH3:31])[CH:20]=[C:21]([O:23][CH2:24][C:25]([F:27])([F:26])[F:28])[N:22]=2)=[O:15])=[CH:9][CH:8]=1. The catalyst class is: 3. (7) Reactant: [OH:1][C:2]1[CH:9]=[CH:8][C:5]([CH:6]=[O:7])=[CH:4][C:3]=1[O:10][CH3:11].C([O-])([O-])=O.[Cs+].[Cs+].Cl[C:19]([F:25])([F:24])C(OC)=O.O. Product: [F:24][CH:19]([F:25])[O:1][C:2]1[CH:9]=[CH:8][C:5]([CH:6]=[O:7])=[CH:4][C:3]=1[O:10][CH3:11]. The catalyst class is: 3.